From a dataset of NCI-60 drug combinations with 297,098 pairs across 59 cell lines. Regression. Given two drug SMILES strings and cell line genomic features, predict the synergy score measuring deviation from expected non-interaction effect. (1) Drug 1: CN1CCC(CC1)COC2=C(C=C3C(=C2)N=CN=C3NC4=C(C=C(C=C4)Br)F)OC. Drug 2: CC12CCC3C(C1CCC2=O)CC(=C)C4=CC(=O)C=CC34C. Cell line: SK-MEL-5. Synergy scores: CSS=7.75, Synergy_ZIP=2.84, Synergy_Bliss=-1.38, Synergy_Loewe=-20.3, Synergy_HSA=-5.25. (2) Drug 1: CCC1(CC2CC(C3=C(CCN(C2)C1)C4=CC=CC=C4N3)(C5=C(C=C6C(=C5)C78CCN9C7C(C=CC9)(C(C(C8N6C)(C(=O)OC)O)OC(=O)C)CC)OC)C(=O)OC)O.OS(=O)(=O)O. Drug 2: C1=CN(C=N1)CC(O)(P(=O)(O)O)P(=O)(O)O. Cell line: CCRF-CEM. Synergy scores: CSS=6.11, Synergy_ZIP=-3.76, Synergy_Bliss=-5.80, Synergy_Loewe=2.32, Synergy_HSA=-1.46. (3) Drug 1: CCCS(=O)(=O)NC1=C(C(=C(C=C1)F)C(=O)C2=CNC3=C2C=C(C=N3)C4=CC=C(C=C4)Cl)F. Drug 2: C1CN(P(=O)(OC1)NCCCl)CCCl. Cell line: U251. Synergy scores: CSS=0.201, Synergy_ZIP=-1.42, Synergy_Bliss=-4.15, Synergy_Loewe=-6.81, Synergy_HSA=-4.19.